From a dataset of Full USPTO retrosynthesis dataset with 1.9M reactions from patents (1976-2016). Predict the reactants needed to synthesize the given product. (1) Given the product [Br:32][C:33]1[CH:38]=[CH:37][C:36]([CH:11]2[C:10](=[O:19])[CH:9]3[CH:13]([CH:14]4[O:17][CH:8]3[CH2:16][CH2:15]4)[C:12]2=[O:18])=[C:35]([CH2:40][CH3:41])[CH:34]=1, predict the reactants needed to synthesize it. The reactants are: C1(C)C=CC=CC=1.[CH:8]12[O:17][CH:14]([CH2:15][CH2:16]1)[CH:13]1[CH:9]2[C:10](=[O:19])[CH2:11][C:12]1=[O:18].C([O-])(=O)C.C([O-])(=O)C.C([O-])(=O)C.[Br:32][C:33]1[CH:38]=[CH:37][C:36]([Pb+3])=[C:35]([CH2:40][CH3:41])[CH:34]=1.Cl. (2) Given the product [Cl:1][C:2]1[C:7]([C:8]2[CH:13]=[CH:12][CH:11]=[CH:10][CH:9]=2)=[N:6][N:5]=[C:4]2[N:14]([CH2:23][C:24]([N:65]3[CH2:66][CH2:67][N:62]([CH:59]([CH3:61])[CH3:60])[CH2:63][CH2:64]3)=[O:25])[N:15]=[C:16]([C:17]3[CH:22]=[CH:21][CH:20]=[CH:19][CH:18]=3)[C:3]=12, predict the reactants needed to synthesize it. The reactants are: [Cl:1][C:2]1[C:7]([C:8]2[CH:13]=[CH:12][CH:11]=[CH:10][CH:9]=2)=[N:6][N:5]=[C:4]2[N:14]([CH2:23][C:24](O)=[O:25])[N:15]=[C:16]([C:17]3[CH:22]=[CH:21][CH:20]=[CH:19][CH:18]=3)[C:3]=12.ClC1C(C2C=CC=CC=2)=NN=C2N(CC(N3CCN(C)CC3)=O)N=C(C3C=CC=CC=3)C=12.[CH:59]([N:62]1[CH2:67][CH2:66][NH:65][CH2:64][CH2:63]1)([CH3:61])[CH3:60]. (3) Given the product [C:1]([NH:6][C:7]1[N:15]=[C:14]2[C:10]([N:11]=[CH:12][N:13]2[C@@H:16]2[O:31][C@H:30]([CH2:32][O:33][CH2:34][C:35]3[CH:40]=[CH:39][C:38]([Cl:41])=[CH:37][C:36]=3[Cl:42])[C@@H:19]([O:20][CH2:21][C:22]3[CH:27]=[CH:26][C:25]([Cl:28])=[CH:24][C:23]=3[Cl:29])[C@@:17]2([CH2:43][OH:50])[OH:18])=[C:9]([Cl:45])[N:8]=1)(=[O:5])[CH:2]([CH3:3])[CH3:4], predict the reactants needed to synthesize it. The reactants are: [C:1]([NH:6][C:7]1[N:15]=[C:14]2[C:10]([N:11]=[CH:12][N:13]2[C@@H:16]2[O:31][C@H:30]([CH2:32][O:33][CH2:34][C:35]3[CH:40]=[CH:39][C:38]([Cl:41])=[CH:37][C:36]=3[Cl:42])[C@@H:19]([O:20][CH2:21][C:22]3[CH:27]=[CH:26][C:25]([Cl:28])=[CH:24][C:23]=3[Cl:29])[C@@:17]2([CH:43]=C)[OH:18])=[C:9]([Cl:45])[N:8]=1)(=[O:5])[CH:2]([CH3:4])[CH3:3].C[N+]1([O-])CC[O:50]CC1.[BH4-].[Na+]. (4) The reactants are: [Cl:1][C:2]1[C:3]([NH:21][CH3:22])=[N:4][C:5]([NH:8][C:9]2[CH:18]=[CH:17][C:12]([C:13]([NH:15][CH3:16])=O)=[CH:11][C:10]=2[O:19][CH3:20])=[N:6][CH:7]=1.N1C=CC=CC=1P(C1C=CC=CC=1)C1C=CC=CC=1.N(C(OC(C)C)=O)=NC(OC(C)C)=O.C1(P([N:70]=[N+:71]=[N-:72])(C2C=CC=CC=2)=O)C=CC=CC=1. Given the product [Cl:1][C:2]1[C:3]([NH:21][CH3:22])=[N:4][C:5]([NH:8][C:9]2[CH:18]=[CH:17][C:12]([C:13]3[N:15]([CH3:16])[N:72]=[N:71][N:70]=3)=[CH:11][C:10]=2[O:19][CH3:20])=[N:6][CH:7]=1, predict the reactants needed to synthesize it. (5) Given the product [Br:1][C:2]1[CH:3]=[C:4]([CH2:8][NH:9][C:10]([C@@H:12]2[CH2:16][C@@H:15]([F:17])[CH2:14][NH:13]2)=[O:11])[CH:5]=[N:6][CH:7]=1, predict the reactants needed to synthesize it. The reactants are: [Br:1][C:2]1[CH:3]=[C:4]([CH2:8][NH:9][C:10]([C@@H:12]2[CH2:16][C@@H:15]([F:17])[CH2:14][N:13]2C(OC(C)(C)C)=O)=[O:11])[CH:5]=[N:6][CH:7]=1.Cl.O1CCOCC1. (6) The reactants are: Br[C:2]1[CH:3]=[C:4]([C:8]2[N:9]=[C:10]([NH2:13])[NH:11][CH:12]=2)[CH:5]=[CH:6][CH:7]=1.[CH3:14][O:15][C:16]1[C:21](B(O)O)=[CH:20][CH:19]=[CH:18][N:17]=1. Given the product [CH3:14][O:15][C:16]1[C:21]([C:2]2[CH:3]=[C:4]([C:8]3[N:9]=[C:10]([NH2:13])[NH:11][CH:12]=3)[CH:5]=[CH:6][CH:7]=2)=[CH:20][CH:19]=[CH:18][N:17]=1, predict the reactants needed to synthesize it. (7) Given the product [CH3:1][C:2]1[S:30][C:5]2[O:6][C:7]3[CH:28]=[C:27]([CH3:29])[CH:26]=[CH:25][C:8]=3[N:9]=[C:10]([N:11]3[CH2:16][CH2:15][N:14]([CH2:17][C:18]([CH3:24])([CH3:23])[C:19]([OH:21])=[O:20])[CH2:13][CH2:12]3)[C:4]=2[CH:3]=1, predict the reactants needed to synthesize it. The reactants are: [CH3:1][C:2]1[S:30][C:5]2[O:6][C:7]3[CH:28]=[C:27]([CH3:29])[CH:26]=[CH:25][C:8]=3[N:9]=[C:10]([N:11]3[CH2:16][CH2:15][N:14]([CH2:17][C:18]([CH3:24])([CH3:23])[C:19]([O:21]C)=[O:20])[CH2:13][CH2:12]3)[C:4]=2[CH:3]=1.[OH-].[Na+].Cl.